From a dataset of Catalyst prediction with 721,799 reactions and 888 catalyst types from USPTO. Predict which catalyst facilitates the given reaction. (1) Reactant: [F:1][C:2]1[CH:11]=[C:10]2[C:5]([CH2:6][CH2:7][C:8](=[O:13])[N:9]2[CH3:12])=[CH:4][C:3]=1B1OC(C)(C)C(C)(C)O1.Br[C:24]1[CH:25]=[C:26]([CH2:30][NH:31][C:32](=[O:35])[CH2:33][CH3:34])[CH:27]=[N:28][CH:29]=1.C([O-])([O-])=O.[Na+].[Na+].C([O-])(O)=O.[Na+]. Product: [F:1][C:2]1[CH:11]=[C:10]2[C:5]([CH2:6][CH2:7][C:8](=[O:13])[N:9]2[CH3:12])=[CH:4][C:3]=1[C:24]1[CH:25]=[C:26]([CH2:30][NH:31][C:32](=[O:35])[CH2:33][CH3:34])[CH:27]=[N:28][CH:29]=1. The catalyst class is: 31. (2) Reactant: [NH2:1][C@H:2]([C@H:22]1[O:26][C:25](=[O:27])[C@H:24]([CH:28]([CH3:30])[CH3:29])[CH2:23]1)[CH2:3][C@H:4]([CH2:8][C:9]1[CH:14]=[CH:13][C:12]([CH3:15])=[C:11]([O:16][CH2:17][CH2:18][CH2:19][O:20][CH3:21])[CH:10]=1)[CH:5]([CH3:7])[CH3:6].[C:31](O[C:31]([O:33][C:34]([CH3:37])([CH3:36])[CH3:35])=[O:32])([O:33][C:34]([CH3:37])([CH3:36])[CH3:35])=[O:32].CCN(CC)CC. Product: [C:34]([O:33][C:31](=[O:32])[NH:1][C@H:2]([C@@H:22]1[CH2:23][C@@H:24]([CH:28]([CH3:30])[CH3:29])[C:25](=[O:27])[O:26]1)[CH2:3][C@H:4]([CH2:8][C:9]1[CH:14]=[CH:13][C:12]([CH3:15])=[C:11]([O:16][CH2:17][CH2:18][CH2:19][O:20][CH3:21])[CH:10]=1)[CH:5]([CH3:6])[CH3:7])([CH3:37])([CH3:36])[CH3:35]. The catalyst class is: 2. (3) Reactant: F[C:2](F)(F)[C:3]([O:5][C:6](=O)[C:7]([F:10])([F:9])[F:8])=[O:4].[CH3:14][C:15](C)=[CH:16]C(Cl)=O.C(N(CC)CC)C. Product: [CH3:14][C:15]1[CH:16]=[C:6]([C:7]([F:10])([F:9])[F:8])[O:5][C:3](=[O:4])[CH:2]=1. The catalyst class is: 22. (4) Reactant: CCN(CC)CC.[C:16](O[C:16]([O:18][C:19]([CH3:22])([CH3:21])[CH3:20])=[O:17])([O:18][C:19]([CH3:22])([CH3:21])[CH3:20])=[O:17].Cl.[NH2:24][CH2:25][C:26]1[CH:31]=[CH:30][C:29]([C:32]2[N:36]([C:37]3[CH:42]=[CH:41][C:40]([O:43][CH3:44])=[CH:39][CH:38]=3)[N:35]=[C:34]([C:45]([O:47][CH2:48][CH3:49])=[O:46])[CH:33]=2)=[CH:28][CH:27]=1. Product: [C:19]([O:18][C:16]([NH:24][CH2:25][C:26]1[CH:27]=[CH:28][C:29]([C:32]2[N:36]([C:37]3[CH:42]=[CH:41][C:40]([O:43][CH3:44])=[CH:39][CH:38]=3)[N:35]=[C:34]([C:45]([O:47][CH2:48][CH3:49])=[O:46])[CH:33]=2)=[CH:30][CH:31]=1)=[O:17])([CH3:20])([CH3:21])[CH3:22]. The catalyst class is: 2. (5) Reactant: CC(C)([O-])C.[CH:6]1([C@H:9]([OH:31])[C:10]([N:12]2[CH2:16][C:15]([C:17]3[CH:22]=[C:21]([F:23])[CH:20]=[CH:19][C:18]=3[F:24])=[CH:14][C@H:13]2[C:25]2[CH:30]=[CH:29][CH:28]=[CH:27][CH:26]=2)=[O:11])[CH2:8][CH2:7]1.C(N(CC)CC)C.[P:39](Cl)([O:43]C)([O:41]C)=[O:40]. Product: [P:39]([OH:43])([OH:41])([O:31][C@@H:9]([CH:6]1[CH2:8][CH2:7]1)[C:10]([N:12]1[CH2:16][C:15]([C:17]2[CH:22]=[C:21]([F:23])[CH:20]=[CH:19][C:18]=2[F:24])=[CH:14][C@H:13]1[C:25]1[CH:26]=[CH:27][CH:28]=[CH:29][CH:30]=1)=[O:11])=[O:40]. The catalyst class is: 4. (6) Reactant: [I:1][CH2:2][CH2:3][OH:4].[NH2:5][C:6]1[C:14]([C:15](O)=[O:16])=[CH:13][CH:12]=[CH:11][C:7]=1[C:8]([OH:10])=[O:9].C1CCC(N=C=NC2CCCCC2)CC1. Product: [NH2:5][C:6]1[C:14]([C:15]([O:4][CH2:3][CH2:2][I:1])=[O:16])=[CH:13][CH:12]=[CH:11][C:7]=1[C:8]([OH:10])=[O:9]. The catalyst class is: 251. (7) Reactant: [C:1]([O:5][C:6]([N:8]([CH2:20][C:21]1[N:26]([CH2:27][CH2:28][C:29]2[CH:38]=[CH:37][C:32]([C:33]([O:35]C)=[O:34])=[CH:31][CH:30]=2)[C:25](=[O:39])[C:24]([Cl:40])=[CH:23][C:22]=1[CH:41]1[CH2:43][CH2:42]1)[C:9]1[CH:14]=[CH:13][CH:12]=[C:11]([O:15][C:16]([F:19])([F:18])[F:17])[CH:10]=1)=[O:7])([CH3:4])([CH3:3])[CH3:2].[OH-].[Na+].Cl.O. Product: [C:1]([O:5][C:6]([N:8]([CH2:20][C:21]1[N:26]([CH2:27][CH2:28][C:29]2[CH:38]=[CH:37][C:32]([C:33]([OH:35])=[O:34])=[CH:31][CH:30]=2)[C:25](=[O:39])[C:24]([Cl:40])=[CH:23][C:22]=1[CH:41]1[CH2:42][CH2:43]1)[C:9]1[CH:14]=[CH:13][CH:12]=[C:11]([O:15][C:16]([F:17])([F:19])[F:18])[CH:10]=1)=[O:7])([CH3:4])([CH3:2])[CH3:3]. The catalyst class is: 92. (8) Reactant: [CH2:1]([NH:5][CH2:6][C:7]1[CH:8]=[C:9]([CH:14]=[C:15]([CH3:17])[CH:16]=1)[C:10]([O:12][CH3:13])=[O:11])[CH2:2][CH2:3][CH3:4].C(N(CC)CC)C.[C:25]([O:29][C:30](O[C:30]([O:29][C:25]([CH3:28])([CH3:27])[CH3:26])=[O:31])=[O:31])([CH3:28])([CH3:27])[CH3:26]. Product: [C:25]([O:29][C:30]([N:5]([CH2:6][C:7]1[CH:8]=[C:9]([CH:14]=[C:15]([CH3:17])[CH:16]=1)[C:10]([O:12][CH3:13])=[O:11])[CH2:1][CH2:2][CH2:3][CH3:4])=[O:31])([CH3:28])([CH3:27])[CH3:26]. The catalyst class is: 172.